Dataset: Full USPTO retrosynthesis dataset with 1.9M reactions from patents (1976-2016). Task: Predict the reactants needed to synthesize the given product. Given the product [F:26][C:23]([F:24])([F:25])[C:20]1[CH:19]=[CH:18][C:17]([C@@H:9]2[CH2:8][C@H:7]([C:5]3[O:4][NH:3][C:2](=[O:1])[CH:6]=3)[CH2:12][CH2:11][NH:10]2)=[CH:22][CH:21]=1, predict the reactants needed to synthesize it. The reactants are: [O:1]=[C:2]1[CH:6]=[C:5]([C@@H:7]2[CH2:12][CH2:11][N:10](C(OC)=O)[C@H:9]([C:17]3[CH:22]=[CH:21][C:20]([C:23]([F:26])([F:25])[F:24])=[CH:19][CH:18]=3)[CH2:8]2)[O:4][NH:3]1.Br.